From a dataset of NCI-60 drug combinations with 297,098 pairs across 59 cell lines. Regression. Given two drug SMILES strings and cell line genomic features, predict the synergy score measuring deviation from expected non-interaction effect. Cell line: ACHN. Synergy scores: CSS=-1.14, Synergy_ZIP=-0.0869, Synergy_Bliss=-0.184, Synergy_Loewe=1.07, Synergy_HSA=0.190. Drug 2: CNC(=O)C1=NC=CC(=C1)OC2=CC=C(C=C2)NC(=O)NC3=CC(=C(C=C3)Cl)C(F)(F)F. Drug 1: CC12CCC3C(C1CCC2O)C(CC4=C3C=CC(=C4)O)CCCCCCCCCS(=O)CCCC(C(F)(F)F)(F)F.